This data is from Catalyst prediction with 721,799 reactions and 888 catalyst types from USPTO. The task is: Predict which catalyst facilitates the given reaction. (1) Reactant: Cl[C:2]1[C:7]([CH2:8][CH:9]([CH2:15][NH:16][C:17]([O:19][C:20]([CH3:23])([CH3:22])[CH3:21])=[O:18])[C:10]([O:12][CH2:13][CH3:14])=[O:11])=[CH:6][CH:5]=[CH:4][N:3]=1.C([O-])(=O)C.[Na+]. Product: [CH3:21][C:20]([O:19][C:17]([NH:16][CH2:15][CH:9]([CH2:8][C:7]1[CH:2]=[N:3][CH:4]=[CH:5][CH:6]=1)[C:10]([O:12][CH2:13][CH3:14])=[O:11])=[O:18])([CH3:22])[CH3:23]. The catalyst class is: 19. (2) Reactant: [F:1][C:2]1[C:10]([O:11][C:12]2[C:21]3[C:16](=[CH:17][C:18]([O:24][CH2:25][C:26]4([NH2:29])[CH2:28][CH2:27]4)=[C:19]([O:22][CH3:23])[CH:20]=3)[N:15]=[CH:14][CH:13]=2)=[CH:9][CH:8]=[C:7]2[C:3]=1[CH:4]=[C:5]([CH3:30])[NH:6]2.[CH:31]1([CH:34]=O)[CH2:33][CH2:32]1.[BH4-].[Na+]. The catalyst class is: 14. Product: [CH:31]1([CH2:34][NH:29][C:26]2([CH2:25][O:24][C:18]3[CH:17]=[C:16]4[C:21]([C:12]([O:11][C:10]5[C:2]([F:1])=[C:3]6[C:7](=[CH:8][CH:9]=5)[NH:6][C:5]([CH3:30])=[CH:4]6)=[CH:13][CH:14]=[N:15]4)=[CH:20][C:19]=3[O:22][CH3:23])[CH2:27][CH2:28]2)[CH2:33][CH2:32]1.